From a dataset of Forward reaction prediction with 1.9M reactions from USPTO patents (1976-2016). Predict the product of the given reaction. (1) Given the reactants [C:1]([C:5]1[CH:10]=[C:9](O)[CH:8]=[CH:7][C:6]=1[OH:12])([CH3:4])(C)C.CC(O)(C[CH:17]([OH:19])C)C.CCCCCCC, predict the reaction product. The product is: [OH:19][CH:17]1[CH2:4][CH2:1][C:5]2[C:6](=[CH:7][CH:8]=[CH:9][CH:10]=2)[O:12]1. (2) Given the reactants [CH3:1][CH:2]([O:4][CH2:5][CH2:6][OH:7])[CH3:3].N1C=CC=CC=1.[CH3:14][C:15]1[CH:20]=[CH:19][C:18]([S:21](Cl)(=[O:23])=[O:22])=[CH:17][CH:16]=1, predict the reaction product. The product is: [CH3:14][C:15]1[CH:20]=[CH:19][C:18]([S:21]([O:7][CH2:6][CH2:5][O:4][CH:2]([CH3:3])[CH3:1])(=[O:23])=[O:22])=[CH:17][CH:16]=1. (3) Given the reactants [C:1]([O:5][C:6]([N:8]1[CH2:13][CH2:12][C:11]([CH:17]([OH:28])[C:18]2[CH:27]=[CH:26][C:25]3[C:20](=[CH:21][CH:22]=[CH:23][CH:24]=3)[N:19]=2)([CH2:14][CH2:15][CH3:16])[CH2:10][CH2:9]1)=[O:7])([CH3:4])([CH3:3])[CH3:2], predict the reaction product. The product is: [C:1]([O:5][C:6]([N:8]1[CH2:9][CH2:10][C:11]([CH2:14][CH2:15][CH3:16])([C:17]([C:18]2[CH:27]=[CH:26][C:25]3[C:20](=[CH:21][CH:22]=[CH:23][CH:24]=3)[N:19]=2)=[O:28])[CH2:12][CH2:13]1)=[O:7])([CH3:4])([CH3:3])[CH3:2]. (4) Given the reactants CC1(C)CC(C[N:10]=[C:11]=[O:12])(C)CC([N:13]=[C:14]=[O:15])C1.[C:17]([O-])(=O)[CH2:18]CCCCCCCCCC.C([O-])(=[O:43])CCCCCCCCCCC.C([Sn+2]CCCC)CCC, predict the reaction product. The product is: [N-:10]=[C:11]=[O:12].[NH2:13][C:14]([O:15][CH2:17][CH3:18])=[O:43]. (5) Given the reactants [Br:1][C:2]1[C:3]([C:34]([OH:36])=O)=[N:4][N:5]([C:28]2[CH:33]=[CH:32][CH:31]=[CH:30][CH:29]=2)[C:6]=1[NH:7][C:8]([NH:10][C@H:11]1[C@H:15]([C:16]2[CH:21]=[CH:20][C:19]([F:22])=[C:18]([F:23])[CH:17]=2)[CH2:14][N:13]([CH2:24][CH2:25][O:26][CH3:27])[CH2:12]1)=[O:9].FC1C=C([C@@H]2CN(CCOC)C[C@H]2N[C:55](=[O:74])NC2N(C3C=CC=CC=3)N=C(OCC(O)=O)C=2C)C=CC=1F.C([NH2:77])C, predict the reaction product. The product is: [Br:1][C:2]1[C:3]([C:34]([NH:77][O:74][CH3:55])=[O:36])=[N:4][N:5]([C:28]2[CH:33]=[CH:32][CH:31]=[CH:30][CH:29]=2)[C:6]=1[NH:7][C:8]([NH:10][C@H:11]1[C@H:15]([C:16]2[CH:21]=[CH:20][C:19]([F:22])=[C:18]([F:23])[CH:17]=2)[CH2:14][N:13]([CH2:24][CH2:25][O:26][CH3:27])[CH2:12]1)=[O:9]. (6) Given the reactants [F:1][C:2]1[CH:7]=[CH:6][C:5]([F:8])=[CH:4][C:3]=1[C:9]1([NH2:12])[CH2:11][CH2:10]1.[Br:13][C:14]1[CH:15]=[CH:16][C:17]2[N:18]([CH:20]=[C:21]([C:23](OCC)=[O:24])[N:22]=2)[CH:19]=1, predict the reaction product. The product is: [Br:13][C:14]1[CH:15]=[CH:16][C:17]2[N:18]([CH:20]=[C:21]([C:23]([NH:12][C:9]3([C:3]4[CH:4]=[C:5]([F:8])[CH:6]=[CH:7][C:2]=4[F:1])[CH2:10][CH2:11]3)=[O:24])[N:22]=2)[CH:19]=1. (7) Given the reactants [F:1][CH:2]([F:39])[O:3][C:4]1[CH:5]=[C:6]2[C:10](=[CH:11][CH:12]=1)[N:9]([CH3:13])[N:8]=[C:7]2[C:14]1[N:15]=[C:16]2[C:22]([C:23]([NH:25][C:26]([CH3:30])([CH3:29])[CH2:27][OH:28])=[O:24])=[CH:21][N:20](COCC[Si](C)(C)C)[C:17]2=[N:18][CH:19]=1.C(O)(C(F)(F)F)=O, predict the reaction product. The product is: [F:39][CH:2]([F:1])[O:3][C:4]1[CH:5]=[C:6]2[C:10](=[CH:11][CH:12]=1)[N:9]([CH3:13])[N:8]=[C:7]2[C:14]1[N:15]=[C:16]2[C:22]([C:23]([NH:25][C:26]([CH3:29])([CH3:30])[CH2:27][OH:28])=[O:24])=[CH:21][NH:20][C:17]2=[N:18][CH:19]=1. (8) Given the reactants Br[C:2]1[N:7]=[C:6]([C:8]([O:10][CH3:11])=[O:9])[C:5]([NH:12][CH2:13][CH2:14][O:15][CH3:16])=[N:4][CH:3]=1.[Br:17][C:18]1[CH:19]=[CH:20][C:21]([F:27])=[C:22](B(O)O)[CH:23]=1, predict the reaction product. The product is: [Br:17][C:18]1[CH:23]=[CH:22][C:21]([F:27])=[C:20]([C:2]2[N:7]=[C:6]([C:8]([O:10][CH3:11])=[O:9])[C:5]([NH:12][CH2:13][CH2:14][O:15][CH3:16])=[N:4][CH:3]=2)[CH:19]=1. (9) The product is: [N:12]1([CH2:11][CH2:10][CH2:9][C:8]([C:5]2[CH:6]=[CH:7][C:2]([O:1][CH2:24][C:25]3[N:26]=[C:27](/[CH:30]=[CH:31]/[C:32]4[CH:33]=[CH:34][C:35]([O:38][C:39]([F:42])([F:40])[F:41])=[CH:36][CH:37]=4)[O:28][CH:29]=3)=[CH:3][CH:4]=2)=[O:17])[CH:16]=[CH:15][N:14]=[N:13]1. Given the reactants [OH:1][C:2]1[CH:7]=[CH:6][C:5]([C:8](=[O:17])[CH2:9][CH2:10][CH2:11][N:12]2[CH:16]=[CH:15][N:14]=[N:13]2)=[CH:4][CH:3]=1.CC(=O)CC.Cl[CH2:24][C:25]1[N:26]=[C:27](/[CH:30]=[CH:31]/[C:32]2[CH:37]=[CH:36][C:35]([O:38][C:39]([F:42])([F:41])[F:40])=[CH:34][CH:33]=2)[O:28][CH:29]=1.[I-].[K+], predict the reaction product. (10) Given the reactants C(OC(=O)[NH:7][CH2:8][C:9]1[CH:14]=[CH:13][C:12]([C:15]([NH:17][C@@H:18]2[CH2:23][CH2:22][CH2:21][CH2:20][C@H:19]2[CH2:24][N:25]2[CH2:30][CH2:29][CH2:28][CH:27]([CH2:31][O:32][CH2:33][CH3:34])[CH2:26]2)=[O:16])=[CH:11][CH:10]=1)(C)(C)C.[ClH:36], predict the reaction product. The product is: [NH2:7][CH2:8][C:9]1[CH:10]=[CH:11][C:12]([C:15]([NH:17][C@@H:18]2[CH2:23][CH2:22][CH2:21][CH2:20][C@H:19]2[CH2:24][N:25]2[CH2:30][CH2:29][CH2:28][CH:27]([CH2:31][O:32][CH2:33][CH3:34])[CH2:26]2)=[O:16])=[CH:13][CH:14]=1.[ClH:36].